Dataset: Reaction yield outcomes from USPTO patents with 853,638 reactions. Task: Predict the reaction yield, written as a fraction of the theoretical maximum amount of product (1.0 means a 100% yield; for example, 0.34 means a 34% yield). (1) The reactants are [C:1](Cl)([CH3:3])=[O:2].[CH3:5][N:6]1[C:14]2[CH:13]=[C:12]([N:15]3[CH:20]=[CH:19][C:18]([C:21]4[CH:26]=[CH:25][C:24]([C:27]([F:30])([F:29])[F:28])=[CH:23][N:22]=4)=[CH:17][C:16]3=[O:31])[CH:11]=[CH:10][C:9]=2[C:8]2[CH2:32][NH:33][CH2:34][CH2:35][C:7]1=2.CCN(CC)CC.O. The catalyst is CN(C1C=CN=CC=1)C.C(Cl)Cl. The product is [C:1]([N:33]1[CH2:34][CH2:35][C:7]2[N:6]([CH3:5])[C:14]3[CH:13]=[C:12]([N:15]4[CH:20]=[CH:19][C:18]([C:21]5[CH:26]=[CH:25][C:24]([C:27]([F:28])([F:30])[F:29])=[CH:23][N:22]=5)=[CH:17][C:16]4=[O:31])[CH:11]=[CH:10][C:9]=3[C:8]=2[CH2:32]1)(=[O:2])[CH3:3]. The yield is 0.840. (2) The reactants are [NH2:1][C@H:2]1[CH2:7][CH2:6][CH2:5][C@@H:4]([NH:8][C:9](=[O:15])[O:10][C:11]([CH3:14])([CH3:13])[CH3:12])[CH2:3]1.[Cl:16][C:17]1[CH:18]=[C:19]2[C:25]([C:26]3[N:31]=[C:30](S(C)=O)[C:29]([F:35])=[CH:28][N:27]=3)=[CH:24][N:23]([S:36]([C:39]3[CH:44]=[CH:43][C:42]([CH3:45])=[CH:41][CH:40]=3)(=[O:38])=[O:37])[C:20]2=[N:21][CH:22]=1. The catalyst is C1COCC1. The product is [Cl:16][C:17]1[CH:18]=[C:19]2[C:25]([C:26]3[N:31]=[C:30]([NH:1][C@H:2]4[CH2:7][CH2:6][CH2:5][C@@H:4]([NH:8][C:9](=[O:15])[O:10][C:11]([CH3:12])([CH3:14])[CH3:13])[CH2:3]4)[C:29]([F:35])=[CH:28][N:27]=3)=[CH:24][N:23]([S:36]([C:39]3[CH:44]=[CH:43][C:42]([CH3:45])=[CH:41][CH:40]=3)(=[O:38])=[O:37])[C:20]2=[N:21][CH:22]=1. The yield is 0.380.